This data is from Full USPTO retrosynthesis dataset with 1.9M reactions from patents (1976-2016). The task is: Predict the reactants needed to synthesize the given product. (1) The reactants are: [C:1]([C:5]1[CH:14]=[CH:13][C:12]2[C:7](=[CH:8][CH:9]=[C:10]([C:15]([O:17]C)=[O:16])[CH:11]=2)[N:6]=1)([CH3:4])([CH3:3])[CH3:2].[OH-].[Na+]. Given the product [C:1]([C:5]1[CH:14]=[CH:13][C:12]2[C:7](=[CH:8][CH:9]=[C:10]([C:15]([OH:17])=[O:16])[CH:11]=2)[N:6]=1)([CH3:4])([CH3:2])[CH3:3], predict the reactants needed to synthesize it. (2) Given the product [F:32][C:31]([F:34])([F:33])[C:29]([OH:35])=[O:30].[Cl:27][C:21]1[CH:22]=[CH:23][CH:24]=[C:25]([F:26])[C:20]=1[NH:19][C:18]([C@@H:9]1[C:10]2[C:15](=[CH:14][CH:13]=[CH:12][CH:11]=2)[CH2:16][CH2:17][NH:8]1)=[O:28], predict the reactants needed to synthesize it. The reactants are: C(OC([N:8]1[CH2:17][CH2:16][C:15]2[C:10](=[CH:11][CH:12]=[CH:13][CH:14]=2)[C@H:9]1[C:18](=[O:28])[NH:19][C:20]1[C:25]([F:26])=[CH:24][CH:23]=[CH:22][C:21]=1[Cl:27])=O)(C)(C)C.[C:29]([OH:35])([C:31]([F:34])([F:33])[F:32])=[O:30]. (3) Given the product [C:15]([CH2:16][CH:17]1[C:43]2[C:38](=[CH:39][CH:40]=[CH:41][CH:42]=2)[C:19]2([CH2:24][CH2:23][N:22]([C:25]([NH:27][CH:28]3[CH2:35][CH2:34][CH2:33][CH2:37][CH2:29]3)=[O:26])[CH2:21][CH2:20]2)[CH2:18]1)#[N:14], predict the reactants needed to synthesize it. The reactants are: FC(F)(F)C(OC(=O)C(F)(F)F)=O.[NH2:14][C:15](=O)[CH2:16][CH:17]1[C:43]2[C:38](=[CH:39][CH:40]=[CH:41][CH:42]=2)[C:19]2([CH2:24][CH2:23][N:22]([C:25]([NH:27][CH:28]3[CH:35]4CC5C[CH:33]([CH2:37][CH:29]3C5)[CH2:34]4)=[O:26])[CH2:21][CH2:20]2)[CH2:18]1.N1C=CC=CC=1. (4) Given the product [CH3:1][C:2]1[CH:7]=[CH:6][CH:5]=[C:4]([C:8]#[C:9][CH:10]=[C:11]2[CH2:12][CH2:13][N:14]([C:18]3[CH:19]=[C:20]([CH3:27])[CH:21]=[CH:22][C:23]=3[N+:24]([O-:26])=[O:25])[CH2:15][CH2:16]2)[N:3]=1, predict the reactants needed to synthesize it. The reactants are: [CH3:1][C:2]1[CH:7]=[CH:6][CH:5]=[C:4]([C:8]#[C:9][CH:10]=[C:11]2[CH2:16][CH2:15][NH:14][CH2:13][CH2:12]2)[N:3]=1.F[C:18]1[CH:19]=[C:20]([CH3:27])[CH:21]=[CH:22][C:23]=1[N+:24]([O-:26])=[O:25].